The task is: Regression. Given a peptide amino acid sequence and an MHC pseudo amino acid sequence, predict their binding affinity value. This is MHC class I binding data.. This data is from Peptide-MHC class I binding affinity with 185,985 pairs from IEDB/IMGT. The peptide sequence is ITWETPMIW. The MHC is HLA-B40:01 with pseudo-sequence HLA-B40:01. The binding affinity (normalized) is 0.0847.